This data is from Catalyst prediction with 721,799 reactions and 888 catalyst types from USPTO. The task is: Predict which catalyst facilitates the given reaction. (1) Reactant: B.O1CCCC1.[Cl:7][C:8]1[CH:13]=[CH:12][C:11]([N:14]2[C:22]([CH:23]([CH:27]3[CH2:32][CH2:31][CH2:30][CH2:29][CH2:28]3)[C:24](O)=[O:25])=[C:21]3[C:16]([CH:17]=[CH:18][CH:19]=[CH:20]3)=[N:15]2)=[CH:10][CH:9]=1. Product: [Cl:7][C:8]1[CH:13]=[CH:12][C:11]([N:14]2[C:22]([CH:23]([CH:27]3[CH2:32][CH2:31][CH2:30][CH2:29][CH2:28]3)[CH2:24][OH:25])=[C:21]3[C:16]([CH:17]=[CH:18][CH:19]=[CH:20]3)=[N:15]2)=[CH:10][CH:9]=1. The catalyst class is: 1. (2) Reactant: [CH3:1][N:2]1[C:11]2[C:6](=[CH:7][C:8]([C:12](=O)[CH2:13][CH2:14][CH3:15])=[CH:9][CH:10]=2)[CH2:5][CH2:4][CH2:3]1.[CH3:17][C:18]([NH2:21])([CH3:20])[CH3:19]. Product: [CH3:17][C:18]([N:21]=[C:12]([C:8]1[CH:7]=[C:6]2[C:11](=[CH:10][CH:9]=1)[N:2]([CH3:1])[CH2:3][CH2:4][CH2:5]2)[CH2:13][CH2:14][CH3:15])([CH3:20])[CH3:19]. The catalyst class is: 388.